Dataset: Reaction yield outcomes from USPTO patents with 853,638 reactions. Task: Predict the reaction yield, written as a fraction of the theoretical maximum amount of product (1.0 means a 100% yield; for example, 0.34 means a 34% yield). (1) The reactants are [C:1](#N)[C:2]1[C:3](=[CH:5][CH:6]=[CH:7][CH:8]=1)[NH2:4].[CH:10]1([Mg]Br)[CH2:14][CH2:13][CH2:12][CH2:11]1.Cl.[OH-:18].[Na+].O. The catalyst is C(OCC)C.O.C(OCC)(=O)C. The product is [NH2:4][C:3]1[CH:5]=[CH:6][CH:7]=[CH:8][C:2]=1[C:1]([CH:10]1[CH2:14][CH2:13][CH2:12][CH2:11]1)=[O:18]. The yield is 0.936. (2) The reactants are Cl.[CH:2]([CH:15]1[C:20](=[O:21])[CH2:19][CH2:18][NH:17][CH2:16]1)([C:9]1[CH:14]=[CH:13][CH:12]=[CH:11][CH:10]=1)[C:3]1[CH:8]=[CH:7][CH:6]=[CH:5][CH:4]=1.[CH3:22][O:23][C:24]1[C:29]([CH2:30]O)=[CH:28][CH:27]=[C:26]([O:32][CH3:33])[N:25]=1.C(N(C(C)C)CC)(C)C.ClCCl. The catalyst is O. The product is [CH:2]([CH:15]1[C:20](=[O:21])[CH2:19][CH2:18][N:17]([CH2:30][C:29]2[C:24]([O:23][CH3:22])=[N:25][C:26]([O:32][CH3:33])=[CH:27][CH:28]=2)[CH2:16]1)([C:9]1[CH:14]=[CH:13][CH:12]=[CH:11][CH:10]=1)[C:3]1[CH:4]=[CH:5][CH:6]=[CH:7][CH:8]=1. The yield is 0.580. (3) The reactants are [NH3:1].[CH3:2][O:3][C:4]([C:6]1[N:11]=[C:10]([Cl:12])[N:9]=[C:8](Cl)[C:7]=1[Cl:14])=[O:5]. The catalyst is C1COCC1. The product is [NH2:1][C:8]1[C:7]([Cl:14])=[C:6]([C:4]([O:3][CH3:2])=[O:5])[N:11]=[C:10]([Cl:12])[N:9]=1. The yield is 0.820. (4) The reactants are C(OC(=O)[NH:10][C@H:11]1[CH2:16][CH2:15][CH2:14][C@H:13]([N:17](C(OCC2C=CC=CC=2)=O)[C:18]2[N:27]=[C:26]([N:28]([CH3:30])[CH3:29])[C:25]3[C:20](=[CH:21][CH:22]=[CH:23][CH:24]=3)[N:19]=2)[CH2:12]1)C1C=CC=CC=1. The catalyst is CO.[Pd]. The product is [NH2:10][C@H:11]1[CH2:16][CH2:15][CH2:14][C@H:13]([NH:17][C:18]2[N:27]=[C:26]([N:28]([CH3:30])[CH3:29])[C:25]3[C:20](=[CH:21][CH:22]=[CH:23][CH:24]=3)[N:19]=2)[CH2:12]1. The yield is 0.830. (5) The reactants are [F:1][C:2]1[CH:7]=[C:6]([I:8])[CH:5]=[CH:4][C:3]=1[NH:9][C:10]1[CH:11]=[N:12][CH:13]=[CH:14][C:15]=1[C:16]([N:18]1[CH2:21][C:20]([C@@H:23]2[CH2:28][CH2:27][CH2:26][CH2:25][N:24]2[C:29]([O:31][C:32]([CH3:35])([CH3:34])[CH3:33])=[O:30])([OH:22])[CH2:19]1)=[O:17].ClC1C=C(C=CC=1)C(OO)=[O:41]. The catalyst is ClCCl. The product is [F:1][C:2]1[CH:7]=[C:6]([I:8])[CH:5]=[CH:4][C:3]=1[NH:9][C:10]1[CH:11]=[N+:12]([O-:41])[CH:13]=[CH:14][C:15]=1[C:16]([N:18]1[CH2:21][C:20]([C@@H:23]2[CH2:28][CH2:27][CH2:26][CH2:25][N:24]2[C:29]([O:31][C:32]([CH3:35])([CH3:34])[CH3:33])=[O:30])([OH:22])[CH2:19]1)=[O:17]. The yield is 0.690. (6) The reactants are [CH3:1][C:2]([C:6]1[CH:11]=[CH:10][C:9]([N+:12]([O-])=O)=[CH:8][CH:7]=1)([CH3:5])[C:3]#[N:4]. The catalyst is C(OCC)(=O)C.[Pd]. The product is [NH2:12][C:9]1[CH:8]=[CH:7][C:6]([C:2]([CH3:5])([CH3:1])[C:3]#[N:4])=[CH:11][CH:10]=1. The yield is 0.990. (7) The reactants are C([O:5][C:6](=[O:28])[CH2:7][O:8][C:9]1[CH:14]=[CH:13][C:12]([CH2:15][CH2:16][S:17][C:18]2[CH:27]=[CH:26][CH:25]=[CH:24][C:19]=2[C:20]([O:22][CH3:23])=[O:21])=[CH:11][CH:10]=1)(C)(C)C.FC(F)(F)C(O)=O. The catalyst is C(Cl)Cl. The product is [CH3:23][O:22][C:20]([C:19]1[CH:24]=[CH:25][CH:26]=[CH:27][C:18]=1[S:17][CH2:16][CH2:15][C:12]1[CH:11]=[CH:10][C:9]([O:8][CH2:7][C:6]([OH:28])=[O:5])=[CH:14][CH:13]=1)=[O:21]. The yield is 0.639. (8) The reactants are Cl.[NH2:2][C:3]1[C:4]2[C:14]([O:15][CH2:16][C:17]([NH2:20])([CH3:19])[CH3:18])=[CH:13][CH:12]=[CH:11][C:5]=2[NH:6][S:7](=[O:10])(=[O:9])[N:8]=1.[CH3:21][C:22]1[N:23]([C:28]2[CH:29]=[C:30]([CH:34]=[CH:35][N:36]=2)[C:31](O)=[O:32])[CH:24]=[C:25]([CH3:27])[N:26]=1. No catalyst specified. The product is [NH2:2][C:3]1[C:4]2[C:14]([O:15][CH2:16][C:17]([NH:20][C:31](=[O:32])[C:30]3[CH:34]=[CH:35][N:36]=[C:28]([N:23]4[CH:24]=[C:25]([CH3:27])[N:26]=[C:22]4[CH3:21])[CH:29]=3)([CH3:18])[CH3:19])=[CH:13][CH:12]=[CH:11][C:5]=2[NH:6][S:7](=[O:10])(=[O:9])[N:8]=1. The yield is 0.200.